Dataset: CYP2D6 inhibition data for predicting drug metabolism from PubChem BioAssay. Task: Regression/Classification. Given a drug SMILES string, predict its absorption, distribution, metabolism, or excretion properties. Task type varies by dataset: regression for continuous measurements (e.g., permeability, clearance, half-life) or binary classification for categorical outcomes (e.g., BBB penetration, CYP inhibition). Dataset: cyp2d6_veith. The compound is COc1ccc(C2/C(=C(/O)c3ccc(Cl)cc3)C(=O)C(=O)N2CCN2CCOCC2)c(OC)c1. The result is 0 (non-inhibitor).